The task is: Predict the product of the given reaction.. This data is from Forward reaction prediction with 1.9M reactions from USPTO patents (1976-2016). (1) Given the reactants FC(F)(F)S(O[C:7]1[CH:16]=[C:15]2[C:10]([CH:11]=[CH:12][CH:13]=[C:14]2[N:17]2[CH2:22][CH2:21][N:20]([CH3:23])[CH2:19][CH2:18]2)=[CH:9][CH:8]=1)(=O)=O.C[Sn](C)(C)[C:28]1[CH:29]=[N:30][CH:31]=[N:32][CH:33]=1.C(N(CC)CC)C.[Cl-].[Li+].C(C1C=C(C)C=C(C(C)(C)C)C=1O)(C)(C)C, predict the reaction product. The product is: [CH3:23][N:20]1[CH2:21][CH2:22][N:17]([C:14]2[C:15]3[C:10](=[CH:9][CH:8]=[C:7]([C:28]4[CH:29]=[N:30][CH:31]=[N:32][CH:33]=4)[CH:16]=3)[CH:11]=[CH:12][CH:13]=2)[CH2:18][CH2:19]1. (2) Given the reactants [CH2:1]([O:3][C:4](=[O:26])[CH2:5][O:6][C:7]1[CH:12]=[CH:11][C:10]([NH:13][C:14]([O:16][C:17]([CH3:20])([CH3:19])[CH3:18])=[O:15])=[CH:9][C:8]=1[CH2:21][CH2:22][CH2:23][O:24][CH3:25])[CH3:2].[H-].[Na+].[CH3:29]N(C=O)C, predict the reaction product. The product is: [CH2:1]([O:3][C:4](=[O:26])[CH2:5][O:6][C:7]1[CH:12]=[CH:11][C:10]([N:13]([C:14]([O:16][C:17]([CH3:20])([CH3:19])[CH3:18])=[O:15])[CH3:29])=[CH:9][C:8]=1[CH2:21][CH2:22][CH2:23][O:24][CH3:25])[CH3:2]. (3) Given the reactants C(N(CC)CC)C.[NH2:8][C:9]1[CH:14]=[CH:13][C:12]([Cl:15])=[CH:11][C:10]=1[C:16](=[O:21])[C:17]([F:20])([F:19])[F:18].ClC(Cl)(O[C:26](=[O:32])OC(Cl)(Cl)Cl)Cl.C(Cl)(Cl)=O.FC(F)(F)C=O.[F:44][C:45]([F:49])([F:48])[CH2:46][NH2:47], predict the reaction product. The product is: [Cl:15][C:12]1[CH:11]=[C:10]2[C:9](=[CH:14][CH:13]=1)[NH:8][C:26](=[O:32])[N:47]([CH2:46][C:45]([F:49])([F:48])[F:44])[C:16]2([OH:21])[C:17]([F:20])([F:18])[F:19].